Dataset: Full USPTO retrosynthesis dataset with 1.9M reactions from patents (1976-2016). Task: Predict the reactants needed to synthesize the given product. (1) Given the product [C:1]([O:5][C:6](=[O:21])[NH:7][C:8]1[CH:13]=[CH:12][C:11]([C:14]2[CH:15]=[CH:16][CH:17]=[CH:18][CH:19]=2)=[CH:10][C:9]=1[NH:20][C:25](=[O:24])[CH2:26][C:27]([C:29]1[CH:36]=[CH:35][CH:34]=[C:31]([C:32]#[N:33])[CH:30]=1)=[O:28])([CH3:4])([CH3:2])[CH3:3], predict the reactants needed to synthesize it. The reactants are: [C:1]([O:5][C:6](=[O:21])[NH:7][C:8]1[CH:13]=[CH:12][C:11]([C:14]2[CH:19]=[CH:18][CH:17]=[CH:16][CH:15]=2)=[CH:10][C:9]=1[NH2:20])([CH3:4])([CH3:3])[CH3:2].CC1(C)[O:28][C:27]([C:29]2[CH:30]=[C:31]([CH:34]=[CH:35][CH:36]=2)[C:32]#[N:33])=[CH:26][C:25](=O)[O:24]1. (2) The reactants are: ClC1C=CC2SC=C(CN3CCN(C4SC(C(O)=O)=C(C)N=4)C3=O)C=2C=1.[CH3:27][C:28]1[N:29]=[C:30]([N:36]2[CH2:40][CH2:39][N:38]([CH2:41][C:42]3[N:43]=[CH:44][O:45][C:46]=3[C:47]3[CH:52]=[CH:51][CH:50]=[CH:49][CH:48]=3)[C:37]2=[O:53])[S:31][C:32]=1[C:33](O)=[O:34].[NH2:54][CH2:55][C:56]1[CH:57]=[N:58][CH:59]=[CH:60][CH:61]=1. Given the product [CH3:27][C:28]1[N:29]=[C:30]([N:36]2[CH2:40][CH2:39][N:38]([CH2:41][C:42]3[N:43]=[CH:44][O:45][C:46]=3[C:47]3[CH:52]=[CH:51][CH:50]=[CH:49][CH:48]=3)[C:37]2=[O:53])[S:31][C:32]=1[C:33]([NH:54][CH2:55][C:56]1[CH:57]=[N:58][CH:59]=[CH:60][CH:61]=1)=[O:34], predict the reactants needed to synthesize it. (3) Given the product [CH2:1]([O:3][C:4]([C:6]1[N:19]([CH2:26][C:27]2[S:31][C:30]3[CH:32]=[C:33]([Cl:36])[CH:34]=[CH:35][C:29]=3[CH:28]=2)[C:9]2=[CH:10][N:11]=[C:12]([O:14][CH2:15][CH2:16][O:17][CH3:18])[CH:13]=[C:8]2[CH:7]=1)=[O:5])[CH3:2], predict the reactants needed to synthesize it. The reactants are: [CH2:1]([O:3][C:4]([C:6]1[NH:19][C:9]2=[CH:10][N:11]=[C:12]([O:14][CH2:15][CH2:16][O:17][CH3:18])[CH:13]=[C:8]2[CH:7]=1)=[O:5])[CH3:2].CN(C=O)C.Br[CH2:26][C:27]1[S:31][C:30]2[CH:32]=[C:33]([Cl:36])[CH:34]=[CH:35][C:29]=2[CH:28]=1. (4) Given the product [O:13]1[C:17]2[CH:18]=[CH:19][C:20]([N:22]3[C:27](=[O:28])[C:26]([CH2:29][C:30]4[CH:35]=[CH:34][C:33]([C:36]5[CH:41]=[CH:40][CH:39]=[CH:38][C:37]=5[C:42]5[NH:3][C:4](=[O:7])[O:5][N:43]=5)=[CH:32][C:31]=4[F:44])=[C:25]([CH2:45][CH2:46][CH3:47])[N:24]=[C:23]3[CH3:48])=[CH:21][C:16]=2[CH2:15][CH2:14]1, predict the reactants needed to synthesize it. The reactants are: [Cl-].O[NH3+:3].[C:4](=[O:7])([O-])[OH:5].[Na+].CS(C)=O.[O:13]1[C:17]2[CH:18]=[CH:19][C:20]([N:22]3[C:27](=[O:28])[C:26]([CH2:29][C:30]4[CH:35]=[CH:34][C:33]([C:36]5[C:37]([C:42]#[N:43])=[CH:38][CH:39]=[CH:40][CH:41]=5)=[CH:32][C:31]=4[F:44])=[C:25]([CH2:45][CH2:46][CH3:47])[N:24]=[C:23]3[CH3:48])=[CH:21][C:16]=2[CH2:15][CH2:14]1. (5) Given the product [CH3:3][CH:2]1[CH2:1][C:4]2[CH:9]=[CH:8][C:7]([C:10](=[O:12])[CH3:11])=[CH:6][C:5]=2[O:13]1, predict the reactants needed to synthesize it. The reactants are: [CH2:1]([C:4]1[CH:9]=[CH:8][C:7]([C:10](=[O:12])[CH3:11])=[CH:6][C:5]=1[OH:13])[CH:2]=[CH2:3].O. (6) Given the product [OH:11][C:9]1[CH:8]=[CH:7][C:3]2[C:4](=[O:6])[O:5][C:13]([CH3:15])([CH3:12])[O:1][C:2]=2[CH:10]=1, predict the reactants needed to synthesize it. The reactants are: [OH:1][C:2]1[CH:10]=[C:9]([OH:11])[CH:8]=[CH:7][C:3]=1[C:4]([OH:6])=[O:5].[CH3:12][C:13]([CH3:15])=O.S(Cl)(Cl)=O. (7) Given the product [CH2:1]([N:8]1[CH2:14][CH2:13][CH:12]2[C:10]([CH2:15][NH:21][C:22]3[CH:27]=[CH:26][CH:25]=[CH:24][CH:23]=3)([CH2:11]2)[CH2:9]1)[C:2]1[CH:7]=[CH:6][CH:5]=[CH:4][CH:3]=1, predict the reactants needed to synthesize it. The reactants are: [CH2:1]([N:8]1[CH2:14][CH2:13][CH:12]2[C:10]([CH:15]=O)([CH2:11]2)[CH2:9]1)[C:2]1[CH:7]=[CH:6][CH:5]=[CH:4][CH:3]=1.CC(O)=O.[NH2:21][C:22]1[CH:27]=[CH:26][CH:25]=[CH:24][CH:23]=1.[BH3-]C#N.[Na+]. (8) Given the product [I-:18].[CH3:1][O:2][C:3]([C@@H:4]1[CH2:8][CH2:7][CH2:6][N:5]1[C:9]([N+:11]1([CH3:17])[CH:15]=[CH:14][NH:13][CH2:12]1)=[O:10])=[O:16], predict the reactants needed to synthesize it. The reactants are: [CH3:1][O:2][C:3](=[O:16])[C@@H:4]1[CH2:8][CH2:7][CH2:6][N:5]1[C:9]([N:11]1[CH:15]=[CH:14][N:13]=[CH:12]1)=[O:10].[CH3:17][I:18].